The task is: Binary Classification. Given a miRNA mature sequence and a target amino acid sequence, predict their likelihood of interaction.. This data is from Experimentally validated miRNA-target interactions with 360,000+ pairs, plus equal number of negative samples. (1) The miRNA is mmu-miR-3572-3p with sequence UACACUUGUCCUUCUUUCCCCAG. The protein sequence of the target gene is MLATRVFSLVGKRAISTSVCVRAHESVVKSEDFSLPAYMDRRDHPLPEVAHVKHLSASQKALKEKEKASWSSLSMDEKVELYRIKFKESFAEMNRGSNEWKTVVGGAMFFIGFTALVIMWQKHYVYGPLPQSFDKEWVAKQTKRMLDMKVNPIQGLASKWDYEKNEWKK. Result: 0 (no interaction). (2) Result: 0 (no interaction). The protein sequence of the target gene is MERRSESPCLRDSPDRRSGSPDVKGPPPVKVARLEQNGSPMGARGRPNGAVAKAVGGLMIPVFCVVEQLDGSLEYDNREEHAEFVLVRKDVLFSQLVETALLALGYSHSSAAQAQGIIKLGRWNPLPLSYVTDAPDATVADMLQDVYHVVTLKIQLQSCSKLEDLPAEQWNHATVRNALKELLKEMNQSTLAKECPLSQSMISSIVNSTYYANVSATKCQEFGRWYKKYKKIKVERVERENLSDYCVLGQRPMHLPNMNQLASLGKTNEQSPHSQIHHSTPIRNQVPALQPIMSPGLLSP.... The miRNA is hsa-miR-6758-3p with sequence ACUCAUUCUCCUCUGUCCAG. (3) The miRNA is hsa-miR-6740-3p with sequence UGUCUUCUCUCCUCCCAAACAG. Result: 0 (no interaction). The protein sequence of the target gene is MDSDASLVSSRPSSPEPDDLFLPARSKGGSSSGFTGGTVSSSTPSDCPPELSSELRGAMGASGAHPGDKLGGGGFKSSSSSTSSSTSSAATSSTKKDKKQMTEPELQQLRLKINSRERKRMHDLNIAMDGLREVMPYAHGPSVRKLSKIATLLLARNYILMLTNSLEEMKRLVSEIYGGHHAGFHPSACGGLAHSAPLPTATAHPAAAAHAAHHPAVHHPILPPAAAAAAAAAAAAAVSSASLPGSGLSSVGSIRPPHGLLKSPSAAAAAPLGGGGGGSGGSGGFQHWGGMPCPCSMCQV.... (4) Result: 0 (no interaction). The protein sequence of the target gene is MRKFAYCKVVLATSLIWVLLDMFLLLYFSECNKCDEKKERGLPAGDVLEPVQKPHEGPGEMGKPVVIPKEDQEKMKEMFKINQFNLMASEMIALNRSLPDVRLEGCKTKVYPDNLPTTSVVIVFHNEAWSTLLRTVHSVINRSPRHMIEEIVLVDDASERDFLKRPLESYVKKLKVPVHVIRMEQRSGLIRARLKGAAVSKGQVITFLDAHCECTVGWLEPLLARIKHDRRTVVCPIIDVISDDTFEYMAGSDMTYGGFNWKLNFRWYPVPQREMDRRKGDRTLPVRTPTMAGGLFSIDR.... The miRNA is hsa-miR-6839-3p with sequence UUGGGUUUUCUCUUCAAUCCAG.